From a dataset of CYP2C19 inhibition data for predicting drug metabolism from PubChem BioAssay. Regression/Classification. Given a drug SMILES string, predict its absorption, distribution, metabolism, or excretion properties. Task type varies by dataset: regression for continuous measurements (e.g., permeability, clearance, half-life) or binary classification for categorical outcomes (e.g., BBB penetration, CYP inhibition). Dataset: cyp2c19_veith. (1) The molecule is CC(Sc1ncnc2ccccc12)C(=O)Nc1ccc2c(c1)OCO2. The result is 1 (inhibitor). (2) The result is 0 (non-inhibitor). The drug is CC(C)NC(=O)N1CCC2(CC1)CCN(C(=O)c1ccco1)CC2. (3) The drug is O=C(OCc1ccc(C(=O)c2ccccc2)cc1)c1cccc(-c2nnc(-c3ccccc3)o2)c1. The result is 1 (inhibitor). (4) The compound is COc1ncc2ncc(=O)n(Cc3cccs3)c2n1. The result is 0 (non-inhibitor). (5) The compound is CN(C)[C@H]1C(=O)C(C(=O)NCN[C@@H](CCCCN)C(=O)O)=C(O)[C@]2(O)C(=O)C3=C(O)c4c(O)cccc4[C@@](C)(O)[C@H]3C[C@@H]12. The result is 0 (non-inhibitor). (6) The molecule is Cc1nn(-c2ccc(F)cc2)c(C)c1NS(=O)(=O)c1ccc2ccccc2c1. The result is 1 (inhibitor). (7) The drug is CCOC(=O)c1c(C)n(C)c2ccc(OC)c(NS(=O)(=O)c3ccc(Cl)s3)c12. The result is 1 (inhibitor). (8) The molecule is COc1cc(N)c(Cl)cc1C(=O)N[C@H]1CCN(CCCOc2ccc(F)cc2)C[C@H]1OC. The result is 0 (non-inhibitor).